From a dataset of Full USPTO retrosynthesis dataset with 1.9M reactions from patents (1976-2016). Predict the reactants needed to synthesize the given product. (1) Given the product [Cl:24][C:11]1[C:10]2[C:15](=[CH:16][C:7]([C:6]3[C:2]([CH3:1])=[N:3][O:4][C:5]=3[CH3:21])=[CH:8][CH:9]=2)[N:14]=[CH:13][C:12]=1[N+:17]([O-:19])=[O:18], predict the reactants needed to synthesize it. The reactants are: [CH3:1][C:2]1[C:6]([C:7]2[CH:16]=[C:15]3[C:10]([C:11](O)=[C:12]([N+:17]([O-:19])=[O:18])[CH:13]=[N:14]3)=[CH:9][CH:8]=2)=[C:5]([CH3:21])[O:4][N:3]=1.O=P(Cl)(Cl)[Cl:24]. (2) Given the product [NH2:28][C:26](=[O:27])[CH2:25][C:22]1[CH:23]=[CH:24][C:19]([NH:18][C:10]([CH:3]2[CH2:2][C@H:1]([CH3:13])[CH2:6][CH2:5][C@H:4]2[CH:7]([CH3:8])[CH3:9])=[O:12])=[CH:20][CH:21]=1, predict the reactants needed to synthesize it. The reactants are: [CH:1]1([CH3:13])[CH2:6][CH2:5][CH:4]([CH:7]([CH3:9])[CH3:8])[CH:3]([C:10]([OH:12])=O)[CH2:2]1.S(Cl)(Cl)=O.[NH2:18][C:19]1[CH:24]=[CH:23][C:22]([CH2:25][C:26]([NH2:28])=[O:27])=[CH:21][CH:20]=1.C(N(CC)CC)C. (3) The reactants are: CS(O)(=O)=O.[O:6]=[P:7]12[O:18][P:16]3([O:19][P:9]([O:11][P:12]([O:15]3)([O:14]1)=[O:13])(=[O:10])[O:8]2)=[O:17]. Given the product [O:10]=[P:9]12[O:8][P:7]3([O:14][P:12]([O:15][P:16]([O:18]3)([O:19]1)=[O:17])(=[O:13])[O:11]2)=[O:6], predict the reactants needed to synthesize it. (4) The reactants are: Cl.Cl.Cl.[O:4]1[C:8]2[CH:9]=[CH:10][CH:11]=[C:12]([N:13]3[CH2:18][CH2:17][N:16]([CH2:19][CH2:20][C@H:21]4[CH2:26][CH2:25][C@H:24]([NH2:27])[CH2:23][CH2:22]4)[CH2:15][CH2:14]3)[C:7]=2[O:6][CH2:5]1.[OH:28][C@@H:29]([CH:33]([CH3:35])[CH3:34])[C:30](O)=[O:31]. Given the product [O:4]1[C:8]2[CH:9]=[CH:10][CH:11]=[C:12]([N:13]3[CH2:18][CH2:17][N:16]([CH2:19][CH2:20][C@H:21]4[CH2:26][CH2:25][C@H:24]([NH:27][C:30](=[O:31])[C@@H:29]([OH:28])[CH:33]([CH3:35])[CH3:34])[CH2:23][CH2:22]4)[CH2:15][CH2:14]3)[C:7]=2[O:6][CH2:5]1, predict the reactants needed to synthesize it. (5) Given the product [NH2:1][C:2]1[C:7]2=[CH:8][CH:9]=[C:10]([C@@H:11]3[O:15][C@@:14]([CH2:19][OH:20])([C:16]#[N:17])[C@@H:13]([O:21][Si:22]([C:25]([CH3:28])([CH3:27])[CH3:26])([CH3:23])[CH3:24])[CH2:12]3)[N:6]2[N:5]=[CH:4][N:3]=1, predict the reactants needed to synthesize it. The reactants are: [NH2:1][C:2]1[C:7]2=[CH:8][CH:9]=[C:10]([CH:11]3[O:15][C:14]([CH2:19][OH:20])([CH:16]=[N:17]O)[CH:13]([O:21][Si:22]([C:25]([CH3:28])([CH3:27])[CH3:26])([CH3:24])[CH3:23])[CH2:12]3)[N:6]2[N:5]=[CH:4][N:3]=1.CCN(CC)CC.FC(F)(F)C(OC(=O)C(F)(F)F)=O. (6) Given the product [Cl:20][C:17]([F:19])([F:18])[O:16][C:13]1[CH:14]=[CH:15][C:10]([NH:9][C:7](=[O:8])[C:6]2[CH:21]=[C:2]([C:33]3[N:34]([CH3:35])[C:30]([C:28]#[N:29])=[CH:31][CH:32]=3)[C:3]([N:22]3[CH2:26][CH2:25][C@@H:24]([OH:27])[CH2:23]3)=[N:4][CH:5]=2)=[CH:11][CH:12]=1, predict the reactants needed to synthesize it. The reactants are: Br[C:2]1[C:3]([N:22]2[CH2:26][CH2:25][C@@H:24]([OH:27])[CH2:23]2)=[N:4][CH:5]=[C:6]([CH:21]=1)[C:7]([NH:9][C:10]1[CH:15]=[CH:14][C:13]([O:16][C:17]([Cl:20])([F:19])[F:18])=[CH:12][CH:11]=1)=[O:8].[C:28]([C:30]1[N:34]([CH3:35])[C:33](B(O)O)=[CH:32][CH:31]=1)#[N:29]. (7) Given the product [Cl:23][C:17]1[CH:18]=[CH:19][C:20]([Cl:22])=[CH:21][C:16]=1[O:15][C:12]1[CH:13]=[CH:14][C:9]([NH:8][C:7]2[S:25][N:6]=[C:4]([OH:5])[C:3]=2[C:1]#[N:2])=[CH:10][C:11]=1[F:24], predict the reactants needed to synthesize it. The reactants are: [C:1]([CH:3]([C:7](=[S:25])[NH:8][C:9]1[CH:14]=[CH:13][C:12]([O:15][C:16]2[CH:21]=[C:20]([Cl:22])[CH:19]=[CH:18][C:17]=2[Cl:23])=[C:11]([F:24])[CH:10]=1)[C:4]([NH2:6])=[O:5])#[N:2].BrBr. (8) Given the product [Br:18][C:15]1[CH:16]=[CH:17][C:12]([O:11][C:7]2[CH:6]=[C:5]([CH2:4][C:3]([OH:26])=[O:2])[CH:10]=[CH:9][CH:8]=2)=[C:13]([CH2:19][N:20]2[CH2:24][CH2:23][O:22][C:21]2=[O:25])[CH:14]=1, predict the reactants needed to synthesize it. The reactants are: C[O:2][C:3](=[O:26])[CH2:4][C:5]1[CH:10]=[CH:9][CH:8]=[C:7]([O:11][C:12]2[CH:17]=[CH:16][C:15]([Br:18])=[CH:14][C:13]=2[CH2:19][N:20]2[CH2:24][CH2:23][O:22][C:21]2=[O:25])[CH:6]=1.[OH-].[Li+].Cl. (9) Given the product [F:37][C:2]([F:1])([F:38])[C:3]1[CH:4]=[C:5]([CH:34]=[CH:35][CH:36]=1)[C:6]([NH:8][C:9]1[CH:10]=[C:11]([CH:31]=[CH:32][CH:33]=1)[O:12][C:13]1[CH:14]=[CH:15][C:16]2[N:17]([CH:19]=[C:20]([NH:22][C:23]([N:39]3[CH2:44][CH2:43][O:42][CH2:41][CH2:40]3)=[O:30])[N:21]=2)[N:18]=1)=[O:7], predict the reactants needed to synthesize it. The reactants are: [F:1][C:2]([F:38])([F:37])[C:3]1[CH:4]=[C:5]([CH:34]=[CH:35][CH:36]=1)[C:6]([NH:8][C:9]1[CH:10]=[C:11]([CH:31]=[CH:32][CH:33]=1)[O:12][C:13]1[CH:14]=[CH:15][C:16]2[N:17]([CH:19]=[C:20]([NH:22][C:23](=[O:30])OCC(Cl)(Cl)Cl)[N:21]=2)[N:18]=1)=[O:7].[NH:39]1[CH2:44][CH2:43][O:42][CH2:41][CH2:40]1.C(N(C(C)C)C(C)C)(C)C.C(=O)([O-])O.[Na+]. (10) Given the product [OH:8][C:5]1[N:4]=[C:3]([CH3:9])[C:2]([C:10]2[CH:15]=[CH:14][CH:13]=[CH:12][CH:11]=2)=[CH:7][CH:6]=1, predict the reactants needed to synthesize it. The reactants are: Br[C:2]1[C:3]([CH3:9])=[N:4][C:5]([OH:8])=[CH:6][CH:7]=1.[C:10]1(B(O)O)[CH:15]=[CH:14][CH:13]=[CH:12][CH:11]=1.P([O-])([O-])([O-])=O.[K+].[K+].[K+].O.